From a dataset of Reaction yield outcomes from USPTO patents with 853,638 reactions. Predict the reaction yield, written as a fraction of the theoretical maximum amount of product (1.0 means a 100% yield; for example, 0.34 means a 34% yield). (1) The reactants are [C:1]([NH:4][C@H:5]([C:27](O)=[O:28])[CH2:6][S:7][C:8]([C:21]1[CH:26]=[CH:25][CH:24]=[CH:23][CH:22]=1)([C:15]1[CH:20]=[CH:19][CH:18]=[CH:17][CH:16]=1)[C:9]1[CH:14]=[CH:13][CH:12]=[CH:11][CH:10]=1)(=[O:3])[CH3:2].Cl.[C:31]([S:36][CH2:37][CH2:38][NH2:39])(=[O:35])[CH:32]([CH3:34])[CH3:33].Cl.C(SCCN)(=O)C.Cl.C(SCCN)(=O)C1C=CC=CC=1. The catalyst is C(Cl)Cl.CCOCC. The product is [C:1]([NH:4][C@H:5]([C:27]([NH:39][CH2:38][CH2:37][S:36][C:31](=[O:35])[CH:32]([CH3:34])[CH3:33])=[O:28])[CH2:6][S:7][C:8]([C:21]1[CH:22]=[CH:23][CH:24]=[CH:25][CH:26]=1)([C:15]1[CH:16]=[CH:17][CH:18]=[CH:19][CH:20]=1)[C:9]1[CH:10]=[CH:11][CH:12]=[CH:13][CH:14]=1)(=[O:3])[CH3:2]. The yield is 0.800. (2) The reactants are CC(C)([O-])C.[K+].[C:7]([CH:10]1[CH2:12][CH2:11]1)(=O)[CH3:8].[C:13](OCC)(=O)[C:14]([O:16][CH2:17][CH3:18])=[O:15].O.[NH2:24][NH2:25]. The catalyst is C(O)(=O)C.O1CCCC1. The product is [CH:10]1([C:7]2[CH:8]=[C:13]([C:14]([O:16][CH2:17][CH3:18])=[O:15])[NH:25][N:24]=2)[CH2:12][CH2:11]1. The yield is 0.600. (3) The reactants are Cl[C:2]1[N:7]=[C:6]([O:8][C:9]2[CH:36]=[CH:35][CH:34]=[CH:33][C:10]=2[CH2:11][NH:12][C:13]([NH:15][C:16]2[N:20]([C:21]3[CH:26]=[CH:25][C:24]([CH3:27])=[CH:23][CH:22]=3)[N:19]=[C:18]([C:28]3[O:29][CH:30]=[CH:31][CH:32]=3)[CH:17]=2)=[O:14])[CH:5]=[CH:4][N:3]=1.[NH:37]1[CH2:42][CH2:41][O:40][CH2:39][CH2:38]1. The catalyst is C(O)C. The product is [O:40]1[CH2:41][CH2:42][N:37]([C:2]2[N:7]=[C:6]([O:8][C:9]3[CH:36]=[CH:35][CH:34]=[CH:33][C:10]=3[CH2:11][NH:12][C:13]([NH:15][C:16]3[N:20]([C:21]4[CH:22]=[CH:23][C:24]([CH3:27])=[CH:25][CH:26]=4)[N:19]=[C:18]([C:28]4[O:29][CH:30]=[CH:31][CH:32]=4)[CH:17]=3)=[O:14])[CH:5]=[CH:4][N:3]=2)[CH2:38][CH2:39]1. The yield is 0.860. (4) The reactants are [C:1]([NH:4][C:5]1[CH:10]=[CH:9][C:8]([N+:11]([O-:13])=[O:12])=[CH:7][C:6]=1[OH:14])(=[O:3])[CH3:2].C(=O)([O-])[O-].[K+].[K+].[CH2:21](Br)[CH3:22].C(I)C. The catalyst is O.CN(C)C=O. The product is [C:1]([NH:4][C:5]1[CH:10]=[CH:9][C:8]([N+:11]([O-:13])=[O:12])=[CH:7][C:6]=1[O:14][CH2:21][CH3:22])(=[O:3])[CH3:2]. The yield is 0.980. (5) The reactants are [CH3:1][C:2]1([C:21]2[S:22][CH:23]=[CH:24][CH:25]=2)[C:8]2[CH:9]=[C:10]([C:13]3[NH:17][C:16]([C:18]#[N:19])=[CH:15][CH:14]=3)[CH:11]=[CH:12][C:7]=2[NH:6][C:5](=[O:20])[CH2:4][O:3]1.[C:26](=O)([O-])[O-].[K+].[K+].IC.C(OCC)(=O)C. The catalyst is CN(C=O)C.[Cl-].[Na+].O. The product is [CH3:26][N:17]1[C:13]([C:10]2[CH:11]=[CH:12][C:7]3[NH:6][C:5](=[O:20])[CH2:4][O:3][C:2]([CH3:1])([C:21]4[S:22][CH:23]=[CH:24][CH:25]=4)[C:8]=3[CH:9]=2)=[CH:14][CH:15]=[C:16]1[C:18]#[N:19]. The yield is 0.220. (6) The reactants are [F:1][C:2]1[CH:3]=[CH:4][C:5]([NH:8][NH2:9])=[N:6][CH:7]=1.[C:10](OC(OCC)OCC)(=O)C. The catalyst is C1CCCCC1. The product is [F:1][C:2]1[CH:3]=[CH:4][C:5]2[N:6]([CH:10]=[N:9][N:8]=2)[CH:7]=1. The yield is 0.700. (7) The reactants are [F:1][C:2]1[CH:7]=[CH:6][C:5]([CH:8]([C:10]2[S:11][C:12]3[N:13]=[C:14]([NH2:23])[N:15]=[C:16](S(C)(=O)=O)[C:17]=3[N:18]=2)[CH3:9])=[CH:4][CH:3]=1.C(N(CC)CC)C.[Cl:31][C:32]1[CH:47]=[CH:46][C:35]([O:36][CH2:37][C:38]([N:40]2[CH2:45][CH2:44][NH:43][CH2:42][CH2:41]2)=[O:39])=[CH:34][CH:33]=1. The catalyst is O1CCOCC1. The product is [NH2:23][C:14]1[N:15]=[C:16]([N:43]2[CH2:44][CH2:45][N:40]([C:38](=[O:39])[CH2:37][O:36][C:35]3[CH:46]=[CH:47][C:32]([Cl:31])=[CH:33][CH:34]=3)[CH2:41][CH2:42]2)[C:17]2[N:18]=[C:10]([CH:8]([C:5]3[CH:6]=[CH:7][C:2]([F:1])=[CH:3][CH:4]=3)[CH3:9])[S:11][C:12]=2[N:13]=1. The yield is 0.670. (8) The yield is 0.550. The reactants are [Br:1][C:2]1[CH:7]=[CH:6][C:5]([C:8]2[S:12][CH:11]=[C:10]([C:13](=[N:15][NH:16][C:17]([N:19]3[CH2:24][CH2:23][N:22]([CH2:25][CH2:26][C:27]([O:29]C)=[O:28])[CH2:21][CH2:20]3)=[S:18])[CH3:14])[C:9]=2[OH:31])=[CH:4][CH:3]=1. The catalyst is C(O)C. The product is [Br:1][C:2]1[CH:7]=[CH:6][C:5]([C:8]2[S:12][CH:11]=[C:10]([C:13](=[N:15][NH:16][C:17]([N:19]3[CH2:24][CH2:23][N:22]([CH2:25][CH2:26][C:27]([OH:29])=[O:28])[CH2:21][CH2:20]3)=[S:18])[CH3:14])[C:9]=2[OH:31])=[CH:4][CH:3]=1.